Dataset: NCI-60 drug combinations with 297,098 pairs across 59 cell lines. Task: Regression. Given two drug SMILES strings and cell line genomic features, predict the synergy score measuring deviation from expected non-interaction effect. (1) Drug 1: CC(CN1CC(=O)NC(=O)C1)N2CC(=O)NC(=O)C2. Drug 2: C1C(C(OC1N2C=NC3=C2NC=NCC3O)CO)O. Cell line: SNB-19. Synergy scores: CSS=12.4, Synergy_ZIP=-4.10, Synergy_Bliss=0.145, Synergy_Loewe=0.798, Synergy_HSA=1.14. (2) Cell line: CAKI-1. Drug 1: COC1=C(C=C2C(=C1)N=CN=C2NC3=CC(=C(C=C3)F)Cl)OCCCN4CCOCC4. Synergy scores: CSS=50.2, Synergy_ZIP=-3.59, Synergy_Bliss=-3.42, Synergy_Loewe=1.62, Synergy_HSA=2.73. Drug 2: C1C(C(OC1N2C=NC(=NC2=O)N)CO)O. (3) Drug 1: C1=CC(=CC=C1CCC2=CNC3=C2C(=O)NC(=N3)N)C(=O)NC(CCC(=O)O)C(=O)O. Drug 2: C1C(C(OC1N2C=NC(=NC2=O)N)CO)O. Cell line: UO-31. Synergy scores: CSS=14.8, Synergy_ZIP=-12.8, Synergy_Bliss=-7.79, Synergy_Loewe=-14.9, Synergy_HSA=-4.64. (4) Drug 1: CC1=C(C=C(C=C1)NC(=O)C2=CC=C(C=C2)CN3CCN(CC3)C)NC4=NC=CC(=N4)C5=CN=CC=C5. Drug 2: C1C(C(OC1N2C=NC(=NC2=O)N)CO)O. Cell line: BT-549. Synergy scores: CSS=11.8, Synergy_ZIP=2.48, Synergy_Bliss=-0.619, Synergy_Loewe=-16.2, Synergy_HSA=-1.89. (5) Drug 1: CC(CN1CC(=O)NC(=O)C1)N2CC(=O)NC(=O)C2. Drug 2: C1CNP(=O)(OC1)N(CCCl)CCCl. Cell line: SK-OV-3. Synergy scores: CSS=8.61, Synergy_ZIP=0.811, Synergy_Bliss=4.21, Synergy_Loewe=-1.46, Synergy_HSA=1.04. (6) Drug 1: C1CCC(C1)C(CC#N)N2C=C(C=N2)C3=C4C=CNC4=NC=N3. Drug 2: C1=CC=C(C=C1)NC(=O)CCCCCCC(=O)NO. Cell line: SF-268. Synergy scores: CSS=4.17, Synergy_ZIP=2.67, Synergy_Bliss=4.28, Synergy_Loewe=-4.71, Synergy_HSA=0.0652. (7) Drug 1: CC1=C2C(C(=O)C3(C(CC4C(C3C(C(C2(C)C)(CC1OC(=O)C(C(C5=CC=CC=C5)NC(=O)OC(C)(C)C)O)O)OC(=O)C6=CC=CC=C6)(CO4)OC(=O)C)OC)C)OC. Drug 2: C1C(C(OC1N2C=NC(=NC2=O)N)CO)O. Cell line: HCT116. Synergy scores: CSS=76.9, Synergy_ZIP=9.61, Synergy_Bliss=9.28, Synergy_Loewe=14.0, Synergy_HSA=15.5. (8) Drug 1: C1CN1P(=S)(N2CC2)N3CC3. Drug 2: C1=CC=C(C(=C1)C(C2=CC=C(C=C2)Cl)C(Cl)Cl)Cl. Cell line: IGROV1. Synergy scores: CSS=8.32, Synergy_ZIP=-2.46, Synergy_Bliss=-0.683, Synergy_Loewe=-6.56, Synergy_HSA=-0.695. (9) Drug 1: C1=NC2=C(N=C(N=C2N1C3C(C(C(O3)CO)O)F)Cl)N. Drug 2: C(CC(=O)O)C(=O)CN.Cl. Cell line: MOLT-4. Synergy scores: CSS=78.4, Synergy_ZIP=2.40, Synergy_Bliss=2.28, Synergy_Loewe=-17.8, Synergy_HSA=2.73. (10) Drug 1: C#CCC(CC1=CN=C2C(=N1)C(=NC(=N2)N)N)C3=CC=C(C=C3)C(=O)NC(CCC(=O)O)C(=O)O. Drug 2: C1C(C(OC1N2C=NC3=C2NC=NCC3O)CO)O. Cell line: KM12. Synergy scores: CSS=-3.40, Synergy_ZIP=11.5, Synergy_Bliss=25.5, Synergy_Loewe=-0.754, Synergy_HSA=0.782.